From a dataset of Full USPTO retrosynthesis dataset with 1.9M reactions from patents (1976-2016). Predict the reactants needed to synthesize the given product. (1) Given the product [Cl:26][C:21]1[CH:20]=[C:19]([NH:18][C:6]2[C:5]3[C:10](=[CH:11][C:2]([C:32]4[CH:33]=[N:34][C:29]([O:28][CH3:27])=[CH:30][CH:31]=4)=[CH:3][CH:4]=3)[N:9]=[C:8]([C:12]3[CH:13]=[N:14][CH:15]=[CH:16][CH:17]=3)[N:7]=2)[CH:24]=[CH:23][C:22]=1[F:25], predict the reactants needed to synthesize it. The reactants are: Br[C:2]1[CH:11]=[C:10]2[C:5]([C:6]([NH:18][C:19]3[CH:24]=[CH:23][C:22]([F:25])=[C:21]([Cl:26])[CH:20]=3)=[N:7][C:8]([C:12]3[CH:13]=[N:14][CH:15]=[CH:16][CH:17]=3)=[N:9]2)=[CH:4][CH:3]=1.[CH3:27][O:28][C:29]1[N:34]=[CH:33][C:32](B(O)O)=[CH:31][CH:30]=1.C(=O)([O-])[O-].[K+].[K+]. (2) Given the product [ClH:1].[F:2][C:3]1[CH:4]=[CH:5][C:6]([CH2:7][N:8]2[C:17](=[O:18])[C:16]3[C:11](=[CH:12][CH:13]=[C:14]([C:19]([C:21]4[N:25]5[CH:26]=[CH:27][CH:28]=[CH:29][C:24]5=[C:23]([C:30]5[CH:31]=[N:32][CH:33]=[CH:34][CH:35]=5)[N:22]=4)=[O:20])[CH:15]=3)[N:10]([CH3:36])[C:9]2=[O:37])=[CH:38][CH:39]=1, predict the reactants needed to synthesize it. The reactants are: [ClH:1].[F:2][C:3]1[CH:39]=[CH:38][C:6]([CH2:7][N:8]2[C:17](=[O:18])[C:16]3[C:11](=[CH:12][CH:13]=[C:14]([C:19]([C:21]4[N:25]5[CH:26]=[CH:27][CH:28]=[CH:29][C:24]5=[C:23]([C:30]5[CH:31]=[N:32][CH:33]=[CH:34][CH:35]=5)[N:22]=4)=[O:20])[CH:15]=3)[N:10]([CH3:36])[C:9]2=[O:37])=[CH:5][CH:4]=1. (3) Given the product [CH2:1]([C:8]1[CH:9]=[N:10][C:11]2[C:16]([C:17]=1[C:18]1[CH:19]=[C:20]([NH:24][CH2:32][CH:29]3[CH2:31][CH2:30]3)[CH:21]=[CH:22][CH:23]=1)=[CH:15][CH:14]=[CH:13][C:12]=2[C:25]([F:28])([F:26])[F:27])[C:2]1[CH:3]=[CH:4][CH:5]=[CH:6][CH:7]=1, predict the reactants needed to synthesize it. The reactants are: [CH2:1]([C:8]1[CH:9]=[N:10][C:11]2[C:16]([C:17]=1[C:18]1[CH:19]=[C:20]([NH2:24])[CH:21]=[CH:22][CH:23]=1)=[CH:15][CH:14]=[CH:13][C:12]=2[C:25]([F:28])([F:27])[F:26])[C:2]1[CH:7]=[CH:6][CH:5]=[CH:4][CH:3]=1.[CH:29]1([CH:32]=O)[CH2:31][CH2:30]1. (4) Given the product [F:16][C:10]1[C:11]([F:15])=[CH:12][CH:13]=[CH:14][C:9]=1[C@H:6]1[CH2:5][N:4]([CH2:17][C:18]([F:21])([F:19])[F:20])[C:3](=[O:22])[C@H:2]([NH:1][C:24]([N:63]2[CH2:64][CH2:65][CH:60]([N:53]3[C:54]4[C:55](=[N:56][CH:57]=[CH:58][CH:59]=4)[N:51]([CH3:50])[C:52]3=[O:66])[CH2:61][CH2:62]2)=[O:25])[CH2:8][CH2:7]1, predict the reactants needed to synthesize it. The reactants are: [NH2:1][C@@H:2]1[CH2:8][CH2:7][C@@H:6]([C:9]2[CH:14]=[CH:13][CH:12]=[C:11]([F:15])[C:10]=2[F:16])[CH2:5][N:4]([CH2:17][C:18]([F:21])([F:20])[F:19])[C:3]1=[O:22].Cl[C:24](OC1C=CC([N+]([O-])=O)=CC=1)=[O:25].C(N(CC)CC)C.FC(F)(F)C(O)=O.[CH3:50][N:51]1[C:55]2=[N:56][CH:57]=[CH:58][CH:59]=[C:54]2[N:53]([CH:60]2[CH2:65][CH2:64][NH:63][CH2:62][CH2:61]2)[C:52]1=[O:66].